From a dataset of Full USPTO retrosynthesis dataset with 1.9M reactions from patents (1976-2016). Predict the reactants needed to synthesize the given product. (1) Given the product [N:8]1[C:9]([NH2:10])=[C:4]([NH2:1])[CH:5]=[CH:6][C:7]=1[C:11]1[CH:16]=[CH:15][N:14]=[CH:13][CH:12]=1, predict the reactants needed to synthesize it. The reactants are: [N+:1]([C:4]1[CH:5]=[CH:6][C:7]([C:11]2[CH:16]=[CH:15][N:14]=[CH:13][CH:12]=2)=[N:8][C:9]=1[NH2:10])([O-])=O. (2) The reactants are: [C:1]([CH:3]([CH2:9][C:10]([C:12]1[C:17](F)=[CH:16][CH:15]=[CH:14][C:13]=1F)=O)[C:4]([O:6][CH2:7]C)=[O:5])#[N:2].C(OCC)(=O)C.[ClH:26]. Given the product [Cl:26][C:1]1[NH:2][C:10]([C:12]2[CH:17]=[CH:16][CH:15]=[CH:14][CH:13]=2)=[CH:9][C:3]=1[C:4]([O:6][CH3:7])=[O:5], predict the reactants needed to synthesize it. (3) The reactants are: [Cl:1][C:2]1[CH:3]=[C:4]([C:8]#[C:9][C:10]2[C:11]([F:30])=[CH:12][C:13]([F:29])=[C:14]([C@:16]3([CH3:28])[C:22]([F:24])([F:23])[C:21]([CH3:26])([CH3:25])[O:20][CH2:19][C:18](=O)[NH:17]3)[CH:15]=2)[CH:5]=[CH:6][CH:7]=1.COC1C=CC(P2(SP(C3C=CC(OC)=CC=3)(=S)S2)=[S:40])=CC=1. Given the product [Cl:1][C:2]1[CH:3]=[C:4]([C:8]#[C:9][C:10]2[C:11]([F:30])=[CH:12][C:13]([F:29])=[C:14]([C@:16]3([CH3:28])[C:22]([F:24])([F:23])[C:21]([CH3:26])([CH3:25])[O:20][CH2:19][C:18](=[S:40])[NH:17]3)[CH:15]=2)[CH:5]=[CH:6][CH:7]=1, predict the reactants needed to synthesize it. (4) Given the product [CH:1]1([C:4]2[C:5]([N:13]3[CH2:18][CH2:17][N:16]([C:19]([C:21]4[CH:26]=[CH:25][C:24]([N:31]5[C@H:30]([CH3:29])[CH2:34][CH2:33][S:32]5(=[O:36])=[O:35])=[CH:23][C:22]=4[F:28])=[O:20])[CH2:15][CH2:14]3)=[N:6][CH:7]=[C:8]([CH:10]3[CH2:12][CH2:11]3)[CH:9]=2)[CH2:3][CH2:2]1, predict the reactants needed to synthesize it. The reactants are: [CH:1]1([C:4]2[C:5]([N:13]3[CH2:18][CH2:17][N:16]([C:19]([C:21]4[CH:26]=[CH:25][C:24](I)=[CH:23][C:22]=4[F:28])=[O:20])[CH2:15][CH2:14]3)=[N:6][CH:7]=[C:8]([CH:10]3[CH2:12][CH2:11]3)[CH:9]=2)[CH2:3][CH2:2]1.[CH3:29][C@@H:30]1[CH2:34][CH2:33][S:32](=[O:36])(=[O:35])[NH:31]1. (5) Given the product [Br:22][CH2:19][CH2:18][C@@:5]1([CH2:4][CH:1]2[CH2:3][CH2:2]2)[C:10]([O:11][CH3:12])=[N:9][C@H:8]([CH:13]([CH3:15])[CH3:14])[C:7]([O:16][CH3:17])=[N:6]1, predict the reactants needed to synthesize it. The reactants are: [CH:1]1([CH2:4][C@:5]2([CH2:18][CH2:19]O)[C:10]([O:11][CH3:12])=[N:9][C@H:8]([CH:13]([CH3:15])[CH3:14])[C:7]([O:16][CH3:17])=[N:6]2)[CH2:3][CH2:2]1.C(Br)(Br)(Br)[Br:22].C1C=CC(P(C2C=CC=CC=2)C2C=CC=CC=2)=CC=1. (6) Given the product [CH3:9][C:8]([C:5]1[CH:6]=[CH:7][C:2]([CH:30]=[O:31])=[CH:3][CH:4]=1)([N:11]1[CH2:15][CH2:14][CH2:13][CH2:12]1)[CH3:10], predict the reactants needed to synthesize it. The reactants are: Br[C:2]1[CH:7]=[CH:6][C:5]([C:8]([N:11]2[CH2:15][CH2:14][CH2:13][CH2:12]2)([CH3:10])[CH3:9])=[CH:4][CH:3]=1.C([Li])(CC)C.C1CCCCC1.CN([CH:30]=[O:31])C.